Dataset: NCI-60 drug combinations with 297,098 pairs across 59 cell lines. Task: Regression. Given two drug SMILES strings and cell line genomic features, predict the synergy score measuring deviation from expected non-interaction effect. (1) Drug 1: C1=NC2=C(N1)C(=S)N=C(N2)N. Drug 2: C#CCC(CC1=CN=C2C(=N1)C(=NC(=N2)N)N)C3=CC=C(C=C3)C(=O)NC(CCC(=O)O)C(=O)O. Cell line: SF-268. Synergy scores: CSS=11.7, Synergy_ZIP=-7.25, Synergy_Bliss=-5.74, Synergy_Loewe=-6.70, Synergy_HSA=-6.70. (2) Drug 1: CC(C1=C(C=CC(=C1Cl)F)Cl)OC2=C(N=CC(=C2)C3=CN(N=C3)C4CCNCC4)N. Drug 2: CC1=C(N=C(N=C1N)C(CC(=O)N)NCC(C(=O)N)N)C(=O)NC(C(C2=CN=CN2)OC3C(C(C(C(O3)CO)O)O)OC4C(C(C(C(O4)CO)O)OC(=O)N)O)C(=O)NC(C)C(C(C)C(=O)NC(C(C)O)C(=O)NCCC5=NC(=CS5)C6=NC(=CS6)C(=O)NCCC[S+](C)C)O. Cell line: IGROV1. Synergy scores: CSS=3.01, Synergy_ZIP=-4.50, Synergy_Bliss=-6.68, Synergy_Loewe=-7.97, Synergy_HSA=-5.87. (3) Drug 1: CN1CCC(CC1)COC2=C(C=C3C(=C2)N=CN=C3NC4=C(C=C(C=C4)Br)F)OC. Cell line: NCI-H460. Synergy scores: CSS=5.35, Synergy_ZIP=-5.11, Synergy_Bliss=1.80, Synergy_Loewe=1.55, Synergy_HSA=1.81. Drug 2: C1CCC(CC1)NC(=O)N(CCCl)N=O. (4) Drug 1: CC1C(C(CC(O1)OC2CC(CC3=C2C(=C4C(=C3O)C(=O)C5=C(C4=O)C(=CC=C5)OC)O)(C(=O)C)O)N)O.Cl. Drug 2: CC(C1=C(C=CC(=C1Cl)F)Cl)OC2=C(N=CC(=C2)C3=CN(N=C3)C4CCNCC4)N. Cell line: SNB-75. Synergy scores: CSS=10.8, Synergy_ZIP=-1.87, Synergy_Bliss=-0.169, Synergy_Loewe=-13.5, Synergy_HSA=-0.950. (5) Drug 1: CCC1=CC2CC(C3=C(CN(C2)C1)C4=CC=CC=C4N3)(C5=C(C=C6C(=C5)C78CCN9C7C(C=CC9)(C(C(C8N6C)(C(=O)OC)O)OC(=O)C)CC)OC)C(=O)OC.C(C(C(=O)O)O)(C(=O)O)O. Drug 2: CS(=O)(=O)CCNCC1=CC=C(O1)C2=CC3=C(C=C2)N=CN=C3NC4=CC(=C(C=C4)OCC5=CC(=CC=C5)F)Cl. Cell line: MDA-MB-231. Synergy scores: CSS=34.7, Synergy_ZIP=3.83, Synergy_Bliss=5.61, Synergy_Loewe=-24.0, Synergy_HSA=3.01.